From a dataset of Forward reaction prediction with 1.9M reactions from USPTO patents (1976-2016). Predict the product of the given reaction. (1) Given the reactants [Cl:1][C:2]1[CH:3]=[CH:4][C:5]2[O:11][CH2:10][CH:9]3[CH2:12][N:13](C(OC(C)(C)C)=O)[CH2:14][CH2:15][N:8]3[CH2:7][C:6]=2[CH:23]=1, predict the reaction product. The product is: [ClH:1].[ClH:1].[Cl:1][C:2]1[CH:3]=[CH:4][C:5]2[O:11][CH2:10][CH:9]3[CH2:12][NH:13][CH2:14][CH2:15][N:8]3[CH2:7][C:6]=2[CH:23]=1. (2) Given the reactants [C:1]([C:4]1[CH:16]=[C:15]([C:17]2[C:18]([CH3:23])=[N:19][O:20][C:21]=2[CH3:22])[CH:14]=[C:13]2[C:5]=1[C:6]1[CH:7]=[C:8]([C:24]([O:26][CH2:27][CH3:28])=[O:25])[CH:9]=[CH:10][C:11]=1[NH:12]2)(=[O:3])[NH2:2].C(=O)([O-])[O-].[K+].[K+].C1OCCOCCOCCOCCOCCOC1.Br[CH2:54][C:55]1[CH:60]=[CH:59][CH:58]=[CH:57][CH:56]=1, predict the reaction product. The product is: [CH2:54]([N:12]1[C:11]2[CH:10]=[CH:9][C:8]([C:24]([O:26][CH2:27][CH3:28])=[O:25])=[CH:7][C:6]=2[C:5]2[C:13]1=[CH:14][C:15]([C:17]1[C:18]([CH3:23])=[N:19][O:20][C:21]=1[CH3:22])=[CH:16][C:4]=2[C:1](=[O:3])[NH2:2])[C:55]1[CH:60]=[CH:59][CH:58]=[CH:57][CH:56]=1.